Predict which catalyst facilitates the given reaction. From a dataset of Catalyst prediction with 721,799 reactions and 888 catalyst types from USPTO. (1) Reactant: [CH3:1][O:2][C:3]1([CH2:8][CH2:9][C@H:10]2[CH2:14][O:13]C(C)(C)[N:11]2[C:17]([O:19][C:20]([CH3:23])([CH3:22])[CH3:21])=[O:18])[CH2:7][CH2:6][CH2:5][CH2:4]1.C12(CS(O)(=O)=O)C(C)(C)C(CC1)CC2=O. Product: [OH:13][CH2:14][C@@H:10]([NH:11][C:17](=[O:18])[O:19][C:20]([CH3:22])([CH3:21])[CH3:23])[CH2:9][CH2:8][C:3]1([O:2][CH3:1])[CH2:7][CH2:6][CH2:5][CH2:4]1. The catalyst class is: 5. (2) Reactant: Cl[C:2]1[C:11]2[C:6](=[CH:7][C:8]([C:13]#[N:14])=[C:9]([F:12])[CH:10]=2)[N:5]=[CH:4][N:3]=1.[Cl:15][C:16]1[CH:17]=[C:18](C2C3C(=CC(C#N)=C(F)C=3)C=CN=2)[CH:19]=[N:20][C:21]=1[O:22][CH2:23][CH:24]([CH3:26])[CH3:25].C([O-])([O-])=O.[Cs+].[Cs+]. Product: [Cl:15][C:16]1[CH:17]=[C:18]([C:2]2[C:11]3[C:6](=[CH:7][C:8]([C:13]#[N:14])=[C:9]([F:12])[CH:10]=3)[N:5]=[CH:4][N:3]=2)[CH:19]=[N:20][C:21]=1[O:22][CH2:23][CH:24]([CH3:26])[CH3:25]. The catalyst class is: 75. (3) Reactant: [CH2:1]([N:8]1[CH:13]2[CH2:14][NH:15][CH2:16][CH:9]1[CH2:10][O:11][CH2:12]2)[C:2]1[CH:7]=[CH:6][CH:5]=[CH:4][CH:3]=1.[O:17](C(OC(C)(C)C)=O)[C:18]([O:20][C:21]([CH3:24])([CH3:23])[CH3:22])=O. Product: [C:21]([O:20][C:18]([N:15]1[CH2:16][CH:9]2[N:8]([CH2:1][C:2]3[CH:7]=[CH:6][CH:5]=[CH:4][CH:3]=3)[CH:13]([CH2:12][O:11][CH2:10]2)[CH2:14]1)=[O:17])([CH3:24])([CH3:23])[CH3:22]. The catalyst class is: 237. (4) Reactant: [NH2:1][C:2]1[NH:3][C:4](=[O:12])[C:5]2[S:10][C:9](=[O:11])[NH:8][C:6]=2[N:7]=1.[C:13]([O:21][CH:22]([C@@H:24]1[CH2:28][C@@H:27]([N:29]=[N+:30]=[N-:31])[CH:26](OC)[O:25]1)[CH3:23])(=[O:20])[C:14]1[CH:19]=[CH:18][CH:17]=[CH:16][CH:15]=1.[Si](OS(C(F)(F)F)(=O)=O)(C)(C)C. Product: [C:13]([O:21][CH:22]([C@@H:24]1[CH2:28][C@@H:27]([N:29]=[N+:30]=[N-:31])[C@H:26]([N:8]2[C:6]3[N:7]=[C:2]([NH2:1])[NH:3][C:4](=[O:12])[C:5]=3[S:10][C:9]2=[O:11])[O:25]1)[CH3:23])(=[O:20])[C:14]1[CH:19]=[CH:18][CH:17]=[CH:16][CH:15]=1. The catalyst class is: 10. (5) Reactant: [N+:1]([C:4]1[CH:5]=[C:6]([NH:10][C:11](=[O:22])[C:12]2[CH:17]=[CH:16][CH:15]=[C:14]([C:18]([F:21])([F:20])[F:19])[CH:13]=2)[CH:7]=[CH:8][CH:9]=1)([O-])=O. Product: [NH2:1][C:4]1[CH:5]=[C:6]([NH:10][C:11](=[O:22])[C:12]2[CH:17]=[CH:16][CH:15]=[C:14]([C:18]([F:19])([F:20])[F:21])[CH:13]=2)[CH:7]=[CH:8][CH:9]=1. The catalyst class is: 7. (6) Reactant: [I:1][C:2]1[C:6]([C:7]([O:9][CH2:10][CH3:11])=[O:8])=[C:5]([C:12]([O:14][CH2:15][CH3:16])=[O:13])[NH:4][N:3]=1.[C:17]1(P(C2C=CC=CC=2)C2C=CC=CC=2)C=CC=C[CH:18]=1.[CH3:48][CH:47]([O:46][C:44](/[N:43]=[N:43]/[C:44]([O:46][CH:47]([CH3:49])[CH3:48])=[O:45])=[O:45])[CH3:49].[C:50](=O)(OCC(C(C)(C)C)O)N. Product: [C:47]([O:46][C:44]([NH:43][CH2:17][CH2:18][N:4]1[C:5]([C:12]([O:14][CH2:15][CH3:16])=[O:13])=[C:6]([C:7]([O:9][CH2:10][CH3:11])=[O:8])[C:2]([I:1])=[N:3]1)=[O:45])([CH3:48])([CH3:49])[CH3:50]. The catalyst class is: 1. (7) Reactant: [CH3:1][S:2]([NH:5][C:6]1[CH:14]=[CH:13][CH:12]=[C:11]2[C:7]=1[CH:8]=[CH:9][N:10]2[CH2:15][C:16]([O:18][CH3:19])=[O:17])(=[O:4])=[O:3].C([O-])([O-])=O.[K+].[K+].Cl.Cl[CH2:28][CH2:29][N:30]1[CH2:35][CH2:34][O:33][CH2:32][CH2:31]1. Product: [O:33]1[CH2:34][CH2:35][N:30]([CH2:29][CH2:28][N:5]([C:6]2[CH:14]=[CH:13][CH:12]=[C:11]3[C:7]=2[CH:8]=[CH:9][N:10]3[CH2:15][C:16]([O:18][CH3:19])=[O:17])[S:2]([CH3:1])(=[O:3])=[O:4])[CH2:31][CH2:32]1. The catalyst class is: 23.